Dataset: Reaction yield outcomes from USPTO patents with 853,638 reactions. Task: Predict the reaction yield, written as a fraction of the theoretical maximum amount of product (1.0 means a 100% yield; for example, 0.34 means a 34% yield). (1) The reactants are FC(F)(F)S(O[C:7]1[CH:12]=[C:11]([CH3:13])[N:10]([CH2:14][C:15]2[CH:16]=[N:17][CH:18]=[CH:19][CH:20]=2)[C:9](=[O:21])[C:8]=1[Br:22])(=O)=O.BrC1C(=O)N(C[C:35]2[CH:36]=N[CH:38]=[CH:39][CH:40]=2)C(C)=CC=1O.[CH2:42](N(CC)CC)[CH3:43].F[C:50]([F:63])(F)S(OS(C(F)(F)F)(=O)=O)(=O)=O. The catalyst is ClCCl. The product is [Br:22][C:8]1[C:9](=[O:21])[N:10]([CH2:14][C:15]2[CH:16]=[N:17][CH:18]=[CH:19][CH:20]=2)[C:11]([CH3:13])=[CH:12][C:7]=1[CH2:42][CH2:43][C:40]1[CH:35]=[CH:36][C:50]([F:63])=[CH:38][CH:39]=1. The yield is 0.950. (2) The reactants are Br[C:2]1[C:11]2[C:6](=[CH:7][C:8]([O:14][CH3:15])=[C:9]([O:12][CH3:13])[CH:10]=2)[C:5](=[O:16])[N:4]([CH2:17][CH3:18])[CH:3]=1.CC1(C)C(C)(C)OB([C:27]2[CH:28]=[CH:29][C:30]([N:33]3[CH2:38][CH2:37][O:36][CH2:35][CH2:34]3)=[N:31][CH:32]=2)O1.O.C(=O)([O-])[O-].[Na+].[Na+].COCCOC. The catalyst is CCOC(C)=O.O.Cl[Pd](Cl)([P](C1C=CC=CC=1)(C1C=CC=CC=1)C1C=CC=CC=1)[P](C1C=CC=CC=1)(C1C=CC=CC=1)C1C=CC=CC=1.CCO. The product is [CH2:17]([N:4]1[CH:3]=[C:2]([C:27]2[CH:32]=[N:31][C:30]([N:33]3[CH2:34][CH2:35][O:36][CH2:37][CH2:38]3)=[CH:29][CH:28]=2)[C:11]2[C:6](=[CH:7][C:8]([O:14][CH3:15])=[C:9]([O:12][CH3:13])[CH:10]=2)[C:5]1=[O:16])[CH3:18]. The yield is 0.220. (3) The reactants are C[O:2][C:3]1[C:18]([O:19]C)=[CH:17][C:6]2[C:7](=[O:16])[CH2:8][C:9]3[CH:15]=[CH:14][CH:13]=[CH:12][C:10]=3[O:11][C:5]=2[CH:4]=1.Cl.N1C=CC=CC=1. The catalyst is O. The product is [OH:2][C:3]1[C:18]([OH:19])=[CH:17][C:6]2[C:7](=[O:16])[CH2:8][C:9]3[CH:15]=[CH:14][CH:13]=[CH:12][C:10]=3[O:11][C:5]=2[CH:4]=1. The yield is 0.600. (4) The reactants are [CH3:1][C:2]([CH3:46])=[CH:3][CH2:4][CH2:5][C@@:6]1([CH3:45])[O:15][C:14]2[C:13]([CH2:16][CH:17]=[C:18]([CH3:20])[CH3:19])=[C:12]3[O:21][C@@:22]45[C@@:32]6([CH2:37]/[CH:38]=[C:39](\[C:41]([OH:43])=[O:42])/[CH3:40])[O:33][C:34]([CH3:36])([CH3:35])[C@@H:23]4[CH2:24][C@H:25]([C:30]6=[O:31])[CH:26]=[C:27]5[C:28](=[O:29])[C:11]3=[C:10]([OH:44])[C:9]=2[CH:8]=[CH:7]1.[CH2:47](Cl)CCl.CO.O. The catalyst is CN(C1C=CN=CC=1)C.C1COCC1. The product is [CH3:1][C:2]([CH3:46])=[CH:3][CH2:4][CH2:5][C@@:6]1([CH3:45])[O:15][C:14]2[C:9](=[C:10]([OH:44])[C:11]3[C:28](=[O:29])[C:27]4[C@@:22]5([C@@:32]6([CH2:37]/[CH:38]=[C:39](\[C:41]([O:43][CH3:47])=[O:42])/[CH3:40])[O:33][C:34]([CH3:35])([CH3:36])[C@@H:23]5[CH2:24][C@H:25]([C:30]6=[O:31])[CH:26]=4)[O:21][C:12]=3[C:13]=2[CH2:16][CH:17]=[C:18]([CH3:19])[CH3:20])[CH:8]=[CH:7]1. The yield is 0.950. (5) The catalyst is C(=O)(O)[O-].[Na+].C(O)(=O)C.C(Cl)Cl. The reactants are C([S:8][C:9]1[CH:10]=[C:11]2[C:16](=[CH:17][CH:18]=1)[C:15]([C:19]1[C:24]([O:25][CH3:26])=[CH:23][C:22]([C:27]3[CH:32]=[CH:31][CH:30]=[C:29]([F:33])[CH:28]=3)=[C:21]([Cl:34])[CH:20]=1)=[N:14][N:13]=[CH:12]2)C1C=CC=CC=1.ClN1C(C)(C)C(=[O:43])N(Cl)C1=O.[F:46][C:47]1[C:52]([F:53])=[C:51]([F:54])[C:50]([F:55])=[C:49]([F:56])[C:48]=1[OH:57].C(N(CC)CC)C.[OH2:65]. The yield is 0.545. The product is [Cl:34][C:21]1[CH:20]=[C:19]([C:15]2[C:16]3[C:11](=[CH:10][C:9]([S:8]([O:57][C:48]4[C:47]([F:46])=[C:52]([F:53])[C:51]([F:54])=[C:50]([F:55])[C:49]=4[F:56])(=[O:43])=[O:65])=[CH:18][CH:17]=3)[CH:12]=[N:13][N:14]=2)[C:24]([O:25][CH3:26])=[CH:23][C:22]=1[C:27]1[CH:32]=[CH:31][CH:30]=[C:29]([F:33])[CH:28]=1. (6) The reactants are [CH3:1][O:2][C:3]1[C:4]([CH2:12][N:13]([CH3:15])[CH3:14])=[C:5]2[C:9](=[CH:10][CH:11]=1)[NH:8][CH:7]=[CH:6]2.CN(C=O)C.[CH3:21][C:22]1[CH:27]=[CH:26][CH:25]=[CH:24][C:23]=1[S:28](Cl)(=[O:30])=[O:29]. No catalyst specified. The product is [CH3:1][O:2][C:3]1[C:4]([CH2:12][N:13]([CH3:14])[CH3:15])=[C:5]2[C:9](=[CH:10][CH:11]=1)[N:8]([S:28]([C:23]1[CH:24]=[CH:25][CH:26]=[CH:27][C:22]=1[CH3:21])(=[O:30])=[O:29])[CH:7]=[CH:6]2. The yield is 0.280.